This data is from Peptide-MHC class I binding affinity with 185,985 pairs from IEDB/IMGT. The task is: Regression. Given a peptide amino acid sequence and an MHC pseudo amino acid sequence, predict their binding affinity value. This is MHC class I binding data. (1) The peptide sequence is STRDGEPLM. The MHC is HLA-A26:01 with pseudo-sequence HLA-A26:01. The binding affinity (normalized) is 0.167. (2) The peptide sequence is RRNDVARIF. The MHC is HLA-B58:01 with pseudo-sequence HLA-B58:01. The binding affinity (normalized) is 0.0847. (3) The peptide sequence is MSSGNLLFTG. The MHC is HLA-B57:01 with pseudo-sequence HLA-B57:01. The binding affinity (normalized) is 0.529. (4) The peptide sequence is LFHAFFGAL. The MHC is HLA-A23:01 with pseudo-sequence HLA-A23:01. The binding affinity (normalized) is 0.127. (5) The peptide sequence is RVPVSCAVY. The MHC is HLA-B08:01 with pseudo-sequence HLA-B08:01. The binding affinity (normalized) is 0.0847. (6) The peptide sequence is YLPKQPEGVI. The MHC is HLA-A02:01 with pseudo-sequence HLA-A02:01. The binding affinity (normalized) is 0.480. (7) The peptide sequence is TTRLENIMW. The MHC is HLA-B57:01 with pseudo-sequence HLA-B57:01. The binding affinity (normalized) is 0.760.